This data is from Forward reaction prediction with 1.9M reactions from USPTO patents (1976-2016). The task is: Predict the product of the given reaction. Given the reactants [C:1]([C:4]1[CH:5]=[C:6]([CH:11]=[CH:12][C:13]=1[CH3:14])[C:7]([O:9][CH3:10])=[O:8])(=[NH:3])[NH2:2].Br[CH:16]1[C:21](=O)[CH2:20][CH2:19][O:18][CH2:17]1.C(=O)([O-])[O-].[K+].[K+], predict the reaction product. The product is: [CH3:14][C:13]1[CH:12]=[CH:11][C:6]([C:7]([O:9][CH3:10])=[O:8])=[CH:5][C:4]=1[C:1]1[NH:2][C:16]2[CH2:17][O:18][CH2:19][CH2:20][C:21]=2[N:3]=1.